From a dataset of HIV replication inhibition screening data with 41,000+ compounds from the AIDS Antiviral Screen. Binary Classification. Given a drug SMILES string, predict its activity (active/inactive) in a high-throughput screening assay against a specified biological target. (1) The compound is CCOC(=O)CCC(NC(=O)c1ccc(CNc2nc3cc(C(F)(F)F)ccc3nc2C(=O)OCC)cc1)C(=O)OCC. The result is 0 (inactive). (2) The molecule is CCCCCC1=CC(=O)C1(Cl)Cl. The result is 0 (inactive). (3) The drug is O=C1OC2(c3ccc(O)cc3Oc3cc(O)ccc32)c2ccccc21. The result is 0 (inactive). (4) The molecule is Cl.Nc1ccccc1S(=O)(=O)c1ccccc1. The result is 1 (active). (5) The drug is N#CCc1ccccc1C(=O)O. The result is 0 (inactive). (6) The drug is NC(=O)C(=CNC(=S)Nc1ccc(S(=O)(=O)Nc2ccccn2)cc1)C(N)=O. The result is 0 (inactive). (7) The molecule is Cn1nnc2c(C(N)=O)ncn2c1=O. The result is 0 (inactive). (8) The drug is CCOC(=O)C=C1CCC(C)n2c1nccc2=O. The result is 0 (inactive).